This data is from CYP2C9 inhibition data for predicting drug metabolism from PubChem BioAssay. The task is: Regression/Classification. Given a drug SMILES string, predict its absorption, distribution, metabolism, or excretion properties. Task type varies by dataset: regression for continuous measurements (e.g., permeability, clearance, half-life) or binary classification for categorical outcomes (e.g., BBB penetration, CYP inhibition). Dataset: cyp2c9_veith. (1) The molecule is O=c1sc2ccccc2n1CCCOc1ccccc1. The result is 1 (inhibitor). (2) The compound is CC(=O)OC[C@@H]1O[C@H](C/C=N\O[C@@H](C)CN2CCCCc3nc(C)c(C)cc32)C=C[C@@H]1OC(C)=O. The result is 0 (non-inhibitor). (3) The drug is O=C(CSCc1cccc(Br)c1)N/N=C/c1ccc2c(c1)OCO2. The result is 1 (inhibitor). (4) The drug is O=C(CSc1ncccn1)Nc1ccc(S(=O)(=O)N2CCCCC2)cc1. The result is 1 (inhibitor). (5) The molecule is Clc1ccccc1-c1nccc(NCc2ccccc2)n1. The result is 0 (non-inhibitor).